From a dataset of Reaction yield outcomes from USPTO patents with 853,638 reactions. Predict the reaction yield, written as a fraction of the theoretical maximum amount of product (1.0 means a 100% yield; for example, 0.34 means a 34% yield). The reactants are [CH3:1][O:2][C:3]1[CH:20]=[CH:19][C:6]([CH2:7][N:8]2[C:12]3[NH:13][CH2:14][CH2:15][CH2:16][C:17](=[O:18])[C:11]=3[CH:10]=[N:9]2)=[CH:5][CH:4]=1.C1OCCOCCOCCOCCOCCOC1.CC([O-])(C)C.[K+].Br[CH2:46][C:47]1[CH:48]=[C:49]([CH:52]=[CH:53][CH:54]=1)[C:50]#[N:51]. The catalyst is C1COCC1. The product is [CH3:1][O:2][C:3]1[CH:4]=[CH:5][C:6]([CH2:7][N:8]2[C:12]3[N:13]([CH2:46][C:47]4[CH:48]=[C:49]([CH:52]=[CH:53][CH:54]=4)[C:50]#[N:51])[CH2:14][CH2:15][CH2:16][C:17](=[O:18])[C:11]=3[CH:10]=[N:9]2)=[CH:19][CH:20]=1. The yield is 0.290.